Predict which catalyst facilitates the given reaction. From a dataset of Catalyst prediction with 721,799 reactions and 888 catalyst types from USPTO. (1) The catalyst class is: 1. Product: [OH:6][C@@H:7]1[CH2:12][CH2:11][CH2:10][C@H:9]([NH:13][CH2:14][CH2:15][C:16]2[CH:31]=[CH:30][C:19]([O:20][C:21]3[CH:29]=[CH:28][C:24]([C:25]([NH2:27])=[O:26])=[CH:23][N:22]=3)=[CH:18][CH:17]=2)[CH2:8]1. Reactant: C([Si](C)(C)[O:6][C@@H:7]1[CH2:12][CH2:11][CH2:10][C@H:9]([NH:13][CH2:14][CH2:15][C:16]2[CH:31]=[CH:30][C:19]([O:20][C:21]3[CH:29]=[CH:28][C:24]([C:25]([NH2:27])=[O:26])=[CH:23][N:22]=3)=[CH:18][CH:17]=2)[CH2:8]1)(C)(C)C.[F-].C([N+](CCCC)(CCCC)CCCC)CCC. (2) Reactant: [Cl:1][C:2]1[CH:3]=[CH:4][C:5]([CH:17]=O)=[C:6]([N:8]2[CH2:13][CH2:12][CH:11]([C:14]([NH2:16])=[O:15])[CH2:10][CH2:9]2)[CH:7]=1.Cl.[N:20]1([C:26]([O:28][CH:29]([C:34]([F:37])([F:36])[F:35])[C:30]([F:33])([F:32])[F:31])=[O:27])[CH2:25][CH2:24][NH:23][CH2:22][CH2:21]1.CN(C=O)C.[BH-](OC(C)=O)(OC(C)=O)OC(C)=O.[Na+]. The catalyst class is: 25. Product: [C:14]([CH:11]1[CH2:10][CH2:9][N:8]([C:6]2[CH:7]=[C:2]([Cl:1])[CH:3]=[CH:4][C:5]=2[CH2:17][N:23]2[CH2:22][CH2:21][N:20]([C:26]([O:28][CH:29]([C:30]([F:31])([F:32])[F:33])[C:34]([F:37])([F:36])[F:35])=[O:27])[CH2:25][CH2:24]2)[CH2:13][CH2:12]1)(=[O:15])[NH2:16]. (3) Reactant: C(OC(=O)[NH:7][CH:8]([C:13]([N:15]1[CH2:19][CH:18]([OH:20])[CH2:17][CH:16]1[C:21]([C:23]1[C:31]2[C:26](=[CH:27][C:28]([F:32])=[CH:29][CH:30]=2)[NH:25][CH:24]=1)=[O:22])=[O:14])[C:9]([CH3:12])([CH3:11])[CH3:10])(C)(C)C.C(O)(C(F)(F)F)=O. Product: [NH2:7][CH:8]([C:9]([CH3:12])([CH3:11])[CH3:10])[C:13]([N:15]1[CH2:19][CH:18]([OH:20])[CH2:17][CH:16]1[C:21]([C:23]1[C:31]2[C:26](=[CH:27][C:28]([F:32])=[CH:29][CH:30]=2)[NH:25][CH:24]=1)=[O:22])=[O:14]. The catalyst class is: 2. (4) Reactant: CO[C:3](=[O:21])[C:4]1[CH:9]=[C:8]([Cl:10])[CH:7]=[CH:6][C:5]=1[NH:11][C:12](=[O:20])[CH2:13][C:14](=[O:19])[N:15]([O:17][CH3:18])[CH3:16].C[O-].[Na+].Cl. Product: [CH3:18][O:17][N:15]([CH3:16])[C:14]([C:13]1[C:12](=[O:20])[NH:11][C:5]2[C:4]([C:3]=1[OH:21])=[CH:9][C:8]([Cl:10])=[CH:7][CH:6]=2)=[O:19]. The catalyst class is: 5.